Dataset: Full USPTO retrosynthesis dataset with 1.9M reactions from patents (1976-2016). Task: Predict the reactants needed to synthesize the given product. The reactants are: [CH3:1][C:2]1([CH3:19])[CH2:5][CH:4]([C:6]([C:8]2[CH:18]=[CH:17][C:11]([C:12]([O:14]CC)=[O:13])=[CH:10][CH:9]=2)=[O:7])[CH2:3]1.O1CCCC1.[OH-].[Na+]. Given the product [CH3:1][C:2]1([CH3:19])[CH2:3][CH:4]([C:6]([C:8]2[CH:9]=[CH:10][C:11]([C:12]([OH:14])=[O:13])=[CH:17][CH:18]=2)=[O:7])[CH2:5]1, predict the reactants needed to synthesize it.